Dataset: Full USPTO retrosynthesis dataset with 1.9M reactions from patents (1976-2016). Task: Predict the reactants needed to synthesize the given product. (1) The reactants are: [O:1]=[C:2]1[NH:6][C:5]2[CH:7]=[CH:8][C:9]([NH:11][C:12]3[C:13]4[CH:20]=[C:19]([C:21](O)=[O:22])[NH:18][C:14]=4[N:15]=[CH:16][N:17]=3)=[CH:10][C:4]=2[S:3]1.[NH:24]1[CH2:29][CH2:28][CH2:27][CH2:26][CH2:25]1. Given the product [N:24]1([C:21]([C:19]2[NH:18][C:14]3[N:15]=[CH:16][N:17]=[C:12]([NH:11][C:9]4[CH:8]=[CH:7][C:5]5[NH:6][C:2](=[O:1])[S:3][C:4]=5[CH:10]=4)[C:13]=3[CH:20]=2)=[O:22])[CH2:29][CH2:28][CH2:27][CH2:26][CH2:25]1, predict the reactants needed to synthesize it. (2) The reactants are: C([O:8][C:9]1[C:14]([CH3:15])=[CH:13][C:12]([C:16]2[CH:21]=[CH:20][C:19]([C:22]([O:24][CH3:25])=[O:23])=[C:18]([CH:26]([CH3:28])[CH3:27])[CH:17]=2)=[CH:11][C:10]=1[CH3:29])C1C=CC=CC=1. Given the product [OH:8][C:9]1[C:10]([CH3:29])=[CH:11][C:12]([C:16]2[CH:21]=[CH:20][C:19]([C:22]([O:24][CH3:25])=[O:23])=[C:18]([CH:26]([CH3:27])[CH3:28])[CH:17]=2)=[CH:13][C:14]=1[CH3:15], predict the reactants needed to synthesize it. (3) The reactants are: [N+:1]([C:4]1[CH:9]=[CH:8][C:7]([N:10]2[CH2:15][CH2:14][O:13][CH2:12][C@H:11]2[CH2:16][OH:17])=[CH:6][CH:5]=1)([O-])=O. Given the product [NH2:1][C:4]1[CH:5]=[CH:6][C:7]([N:10]2[CH2:15][CH2:14][O:13][CH2:12][C@H:11]2[CH2:16][OH:17])=[CH:8][CH:9]=1, predict the reactants needed to synthesize it.